From a dataset of NCI-60 drug combinations with 297,098 pairs across 59 cell lines. Regression. Given two drug SMILES strings and cell line genomic features, predict the synergy score measuring deviation from expected non-interaction effect. (1) Drug 1: C(CC(=O)O)C(=O)CN.Cl. Drug 2: C1CN(CCN1C(=O)CCBr)C(=O)CCBr. Cell line: NCIH23. Synergy scores: CSS=25.4, Synergy_ZIP=-4.94, Synergy_Bliss=-1.37, Synergy_Loewe=-30.1, Synergy_HSA=-3.71. (2) Drug 1: CN(C)C1=NC(=NC(=N1)N(C)C)N(C)C. Drug 2: C1=CC(=CC=C1CC(C(=O)O)N)N(CCCl)CCCl.Cl. Cell line: ACHN. Synergy scores: CSS=31.8, Synergy_ZIP=8.76, Synergy_Bliss=13.6, Synergy_Loewe=-16.3, Synergy_HSA=10.3. (3) Drug 1: CC1C(C(CC(O1)OC2CC(OC(C2O)C)OC3=CC4=CC5=C(C(=O)C(C(C5)C(C(=O)C(C(C)O)O)OC)OC6CC(C(C(O6)C)O)OC7CC(C(C(O7)C)O)OC8CC(C(C(O8)C)O)(C)O)C(=C4C(=C3C)O)O)O)O. Drug 2: CC1C(C(CC(O1)OC2CC(CC3=C2C(=C4C(=C3O)C(=O)C5=C(C4=O)C(=CC=C5)OC)O)(C(=O)CO)O)N)O.Cl. Cell line: RXF 393. Synergy scores: CSS=52.9, Synergy_ZIP=9.26, Synergy_Bliss=10.6, Synergy_Loewe=9.73, Synergy_HSA=10.8. (4) Cell line: NCI-H322M. Drug 2: CC1=C(C(=CC=C1)Cl)NC(=O)C2=CN=C(S2)NC3=CC(=NC(=N3)C)N4CCN(CC4)CCO. Drug 1: CC1OCC2C(O1)C(C(C(O2)OC3C4COC(=O)C4C(C5=CC6=C(C=C35)OCO6)C7=CC(=C(C(=C7)OC)O)OC)O)O. Synergy scores: CSS=16.8, Synergy_ZIP=-5.01, Synergy_Bliss=-0.227, Synergy_Loewe=-10.5, Synergy_HSA=-0.0122. (5) Drug 1: CC1C(C(CC(O1)OC2CC(CC3=C2C(=C4C(=C3O)C(=O)C5=C(C4=O)C(=CC=C5)OC)O)(C(=O)CO)O)N)O.Cl. Drug 2: C1CNP(=O)(OC1)N(CCCl)CCCl. Cell line: U251. Synergy scores: CSS=5.55, Synergy_ZIP=-3.16, Synergy_Bliss=-5.43, Synergy_Loewe=-9.84, Synergy_HSA=-2.94.